Task: Regression. Given two drug SMILES strings and cell line genomic features, predict the synergy score measuring deviation from expected non-interaction effect.. Dataset: Merck oncology drug combination screen with 23,052 pairs across 39 cell lines (1) Synergy scores: synergy=5.59. Drug 2: Cn1cc(-c2cnn3c(N)c(Br)c(C4CCCNC4)nc23)cn1. Drug 1: CN1C(=O)C=CC2(C)C3CCC4(C)C(NC(=O)OCC(F)(F)F)CCC4C3CCC12. Cell line: LOVO. (2) Synergy scores: synergy=-8.70. Drug 1: CCN(CC)CCNC(=O)c1c(C)[nH]c(C=C2C(=O)Nc3ccc(F)cc32)c1C. Drug 2: COC1=C2CC(C)CC(OC)C(O)C(C)C=C(C)C(OC(N)=O)C(OC)C=CC=C(C)C(=O)NC(=CC1=O)C2=O. Cell line: UWB1289. (3) Drug 1: CCN(CC)CCNC(=O)c1c(C)[nH]c(C=C2C(=O)Nc3ccc(F)cc32)c1C. Drug 2: NC1(c2ccc(-c3nc4ccn5c(=O)[nH]nc5c4cc3-c3ccccc3)cc2)CCC1. Cell line: LOVO. Synergy scores: synergy=24.9. (4) Drug 1: Nc1ccn(C2OC(CO)C(O)C2(F)F)c(=O)n1. Drug 2: Cn1cc(-c2cnn3c(N)c(Br)c(C4CCCNC4)nc23)cn1. Cell line: CAOV3. Synergy scores: synergy=0.579. (5) Drug 1: CCc1c2c(nc3ccc(O)cc13)-c1cc3c(c(=O)n1C2)COC(=O)C3(O)CC. Drug 2: CNC(=O)c1cc(Oc2ccc(NC(=O)Nc3ccc(Cl)c(C(F)(F)F)c3)cc2)ccn1. Cell line: NCIH520. Synergy scores: synergy=9.92.